From a dataset of Retrosynthesis with 50K atom-mapped reactions and 10 reaction types from USPTO. Predict the reactants needed to synthesize the given product. (1) The reactants are: CCCCNc1nc(Cl)nc(NCCCC)n1.NCCO. Given the product CCCCNc1nc(NCCO)nc(NCCCC)n1, predict the reactants needed to synthesize it. (2) Given the product Cn1ccc2ccc(N3CCOCC3)cc21, predict the reactants needed to synthesize it. The reactants are: C1COCCN1.Cn1ccc2ccc(I)cc21. (3) Given the product COCCOCCOCCNC(=O)c1ccc2c(c1)C(CO)c1cc(C(=O)NCCNC(=O)OC(C)(C)C)ccc1-2, predict the reactants needed to synthesize it. The reactants are: CC(C)(C)OC(=O)NCCN.COCCOCCOCCNC(=O)c1ccc2c(c1)C(CO)c1cc(C(=O)O)ccc1-2. (4) Given the product COC(=O)c1ccc2c(c1)Sc1ccccc1CC2, predict the reactants needed to synthesize it. The reactants are: COC(=O)c1ccc2c(c1)Sc1ccccc1CC2Br. (5) Given the product Cn1cc(CCO)cn1, predict the reactants needed to synthesize it. The reactants are: CI.OCCc1cn[nH]c1. (6) Given the product CC(C)(C)OC(=O)n1cc(-c2cc3cnc(Nc4ccc(C(F)(F)F)cc4)cc3n2C(=O)OC(C)(C)C)cn1, predict the reactants needed to synthesize it. The reactants are: CC(C)(C)OC(=O)n1cc(-c2cc3cnc(Br)cc3n2C(=O)OC(C)(C)C)cn1.Nc1ccc(C(F)(F)F)cc1. (7) Given the product Cc1nsc(CCCOc2c(C)cc(-c3noc(C)n3)cc2C)n1, predict the reactants needed to synthesize it. The reactants are: Cc1nc(-c2cc(C)c(O)c(C)c2)no1.Cc1nsc(CCCO)n1.